Predict the reactants needed to synthesize the given product. From a dataset of Retrosynthesis with 50K atom-mapped reactions and 10 reaction types from USPTO. Given the product Cc1c[nH]c2cc(C(=O)N[C@@H](COCC3CCN(C(C)C)CC3)c3ccccc3)ccc12, predict the reactants needed to synthesize it. The reactants are: CC(C)=O.Cc1c[nH]c2cc(C(=O)N[C@@H](COCC3CCNCC3)c3ccccc3)ccc12.